Dataset: Full USPTO retrosynthesis dataset with 1.9M reactions from patents (1976-2016). Task: Predict the reactants needed to synthesize the given product. (1) Given the product [CH3:32][N:33]1[C:37]([CH3:38])=[CH:36][C:35]([CH2:39][N:40]2[C:48]3[C:43](=[C:44]([NH:49][C:10]([C:3]4[N:4]5[CH:9]=[CH:8][CH:7]=[CH:6][C:5]5=[N:1][CH:2]=4)=[O:12])[CH:45]=[CH:46][CH:47]=3)[C:42]([CH2:50][CH3:51])=[N:41]2)=[N:34]1, predict the reactants needed to synthesize it. The reactants are: [N:1]1[CH:2]=[C:3]([C:10]([OH:12])=O)[N:4]2[CH:9]=[CH:8][CH:7]=[CH:6][C:5]=12.ClC1C=C(Cl)C=C(Cl)C=1C(Cl)=O.C(N(CC)CC)C.[CH3:32][N:33]1[C:37]([CH3:38])=[CH:36][C:35]([CH2:39][N:40]2[C:48]3[CH:47]=[CH:46][CH:45]=[C:44]([NH2:49])[C:43]=3[C:42]([CH2:50][CH3:51])=[N:41]2)=[N:34]1. (2) Given the product [F:1][C:2]1[CH:3]=[C:4]([CH:26]([N:31]2[CH2:34][CH:33]([C:35]([O:37][CH3:38])=[O:36])[CH2:32]2)[CH2:27][CH3:28])[CH:5]=[CH:6][C:7]=1[C:8]1[S:9][C:10]2[C:15]([N:16]=1)=[CH:14][CH:13]=[C:12]([C:17]1([C:20]3[CH:21]=[CH:22][CH:23]=[CH:24][CH:25]=3)[CH2:19][CH2:18]1)[N:11]=2, predict the reactants needed to synthesize it. The reactants are: [F:1][C:2]1[CH:3]=[C:4]([C:26](=O)[CH2:27][CH3:28])[CH:5]=[CH:6][C:7]=1[C:8]1[S:9][C:10]2[C:15]([N:16]=1)=[CH:14][CH:13]=[C:12]([C:17]1([C:20]3[CH:25]=[CH:24][CH:23]=[CH:22][CH:21]=3)[CH2:19][CH2:18]1)[N:11]=2.Cl.[NH:31]1[CH2:34][CH:33]([C:35]([O:37][CH3:38])=[O:36])[CH2:32]1. (3) Given the product [Cl:13][C:4]1[CH:3]=[C:2]([C:29]([C:31]([F:34])([F:33])[F:32])=[CH2:30])[CH:7]=[C:6]([C:8]([F:11])([F:10])[F:9])[C:5]=1[Cl:12], predict the reactants needed to synthesize it. The reactants are: Br[C:2]1[CH:3]=[C:4]([Cl:13])[C:5]([Cl:12])=[C:6]([C:8]([F:11])([F:10])[F:9])[CH:7]=1.C(OC(C)C)(C)C.COB(OC)OC.Br[C:29]([C:31]([F:34])([F:33])[F:32])=[CH2:30].C(=O)([O-])[O-].[K+].[K+]. (4) Given the product [OH:20][C:6]1[C:7]2[O:13][C:12]([C:14]3[CH:15]=[CH:16][CH:17]=[CH:18][CH:19]=3)=[N:11][C:8]=2[CH:9]=[N:10][C:5]=1[C:3]([NH:21][CH2:22][C:23]([OH:25])=[O:24])=[O:4], predict the reactants needed to synthesize it. The reactants are: CO[C:3]([C:5]1[N:10]=[CH:9][C:8]2[N:11]=[C:12]([C:14]3[CH:19]=[CH:18][CH:17]=[CH:16][CH:15]=3)[O:13][C:7]=2[C:6]=1[OH:20])=[O:4].[NH2:21][CH2:22][C:23]([OH:25])=[O:24]. (5) Given the product [Br:28][C:5]1[CH:6]=[CH:7][C:2]([Cl:1])=[CH:3][C:4]=1[N:8]1[CH2:9][CH2:10][N:11]([C:14]([C:16]2[N:17]([C:22]3[CH:23]=[CH:24][CH:25]=[CH:26][CH:27]=3)[N:18]=[C:19]([CH3:21])[CH:20]=2)=[O:15])[CH2:12][CH2:13]1, predict the reactants needed to synthesize it. The reactants are: [Cl:1][C:2]1[CH:3]=[C:4]([N:8]2[CH2:13][CH2:12][N:11]([C:14]([C:16]3[N:17]([C:22]4[CH:27]=[CH:26][CH:25]=[CH:24][CH:23]=4)[N:18]=[C:19]([CH3:21])[CH:20]=3)=[O:15])[CH2:10][CH2:9]2)[CH:5]=[CH:6][CH:7]=1.[Br:28]N1C(=O)CCC1=O.C(OOC(=O)C1C=CC=CC=1)(=O)C1C=CC=CC=1.C(=O)([O-])[O-].[K+].[K+]. (6) Given the product [NH2:7][CH2:8][C:9]1[CH:10]=[C:11]([CH:12]=[CH:13][CH:14]=1)[C:15]([NH:16][C:17]1[S:18][C:19]2[CH2:20][N:21]([CH3:26])[CH2:22][CH2:23][C:24]=2[N:25]=1)=[O:27].[ClH:29].[ClH:29].[NH2:7][CH2:8][C:9]1[CH:10]=[C:11]([CH:12]=[CH:13][CH:14]=1)[C:15]([NH:16][C:17]1[S:18][C:19]2[CH2:20][N:21]([CH3:26])[CH2:22][CH2:23][C:24]=2[N:25]=1)=[O:27], predict the reactants needed to synthesize it. The reactants are: C(OC(=O)[NH:7][CH2:8][C:9]1[CH:14]=[CH:13][CH:12]=[C:11]([C:15](=[O:27])[NH:16][C:17]2[S:18][C:19]3[CH2:20][N:21]([CH3:26])[CH2:22][CH2:23][C:24]=3[N:25]=2)[CH:10]=1)(C)(C)C.[ClH:29].